Dataset: Peptide-MHC class I binding affinity with 185,985 pairs from IEDB/IMGT. Task: Regression. Given a peptide amino acid sequence and an MHC pseudo amino acid sequence, predict their binding affinity value. This is MHC class I binding data. (1) The peptide sequence is KQLEYSWVL. The MHC is HLA-A69:01 with pseudo-sequence HLA-A69:01. The binding affinity (normalized) is 0.377. (2) The peptide sequence is PECDSLLPA. The MHC is Mamu-A11 with pseudo-sequence Mamu-A11. The binding affinity (normalized) is 0.0953. (3) The peptide sequence is ETIGLVRAL. The MHC is HLA-B51:01 with pseudo-sequence HLA-B51:01. The binding affinity (normalized) is 0.0847. (4) The peptide sequence is YVIKVNARV. The MHC is HLA-A26:01 with pseudo-sequence HLA-A26:01. The binding affinity (normalized) is 0.519. (5) The peptide sequence is GMFTNRYGSQ. The MHC is HLA-A68:02 with pseudo-sequence HLA-A68:02. The binding affinity (normalized) is 0.